The task is: Predict the reaction yield, written as a fraction of the theoretical maximum amount of product (1.0 means a 100% yield; for example, 0.34 means a 34% yield).. This data is from Reaction yield outcomes from USPTO patents with 853,638 reactions. The reactants are [N+:1]([C:4]1[CH:5]=[C:6]([C:10](=[O:15])C(Cl)(Cl)Cl)[N:7](C)[CH:8]=1)([O-:3])=[O:2].[CH3:16][O:17][Na]. The catalyst is CO. The product is [N+:1]([C:4]1[CH:5]=[C:6]([C:10]([O:17][CH3:16])=[O:15])[NH:7][CH:8]=1)([O-:3])=[O:2]. The yield is 1.00.